From a dataset of Peptide-MHC class I binding affinity with 185,985 pairs from IEDB/IMGT. Regression. Given a peptide amino acid sequence and an MHC pseudo amino acid sequence, predict their binding affinity value. This is MHC class I binding data. (1) The peptide sequence is TSQWDDPWGEV. The MHC is Mamu-A02 with pseudo-sequence Mamu-A02. The binding affinity (normalized) is 0.492. (2) The peptide sequence is CTFMIITSTK. The MHC is HLA-A02:06 with pseudo-sequence HLA-A02:06. The binding affinity (normalized) is 0.121. (3) The MHC is Mamu-B03 with pseudo-sequence Mamu-B03. The binding affinity (normalized) is 0.441. The peptide sequence is IRFRYCAPPGY.